From a dataset of Reaction yield outcomes from USPTO patents with 853,638 reactions. Predict the reaction yield, written as a fraction of the theoretical maximum amount of product (1.0 means a 100% yield; for example, 0.34 means a 34% yield). (1) The reactants are Br[C:2]1[N:7]=[C:6]([CH2:8][O:9][N:10]=[C:11]([C:18]2[N:22]([CH3:23])[N:21]=[N:20][N:19]=2)[C:12]2[CH:17]=[CH:16][CH:15]=[CH:14][CH:13]=2)[CH:5]=[CH:4][C:3]=1[O:24][CH3:25].N#N.[CH:28]1([C:31]#[CH:32])[CH2:30][CH2:29]1.C(N(C(C)C)C(C)C)C. The catalyst is C1COCC1.CCOC(C)=O.[Cu](I)I.C1C=CC([P]([Pd]([P](C2C=CC=CC=2)(C2C=CC=CC=2)C2C=CC=CC=2)([P](C2C=CC=CC=2)(C2C=CC=CC=2)C2C=CC=CC=2)[P](C2C=CC=CC=2)(C2C=CC=CC=2)C2C=CC=CC=2)(C2C=CC=CC=2)C2C=CC=CC=2)=CC=1. The product is [CH:28]1([C:31]#[C:32][C:2]2[N:7]=[C:6]([CH2:8][O:9][N:10]=[C:11]([C:18]3[N:22]([CH3:23])[N:21]=[N:20][N:19]=3)[C:12]3[CH:17]=[CH:16][CH:15]=[CH:14][CH:13]=3)[CH:5]=[CH:4][C:3]=2[O:24][CH3:25])[CH2:30][CH2:29]1. The yield is 0.570. (2) The reactants are CO[C:3](=[O:27])[C:4]1[CH:9]=[CH:8][C:7]([O:10][CH2:11][C:12]2[C:13]([C:21]3[CH:26]=[CH:25][CH:24]=[CH:23][CH:22]=3)=[N:14][O:15][C:16]=2[C:17]([F:20])([F:19])[F:18])=[N:6][CH:5]=1.[CH2:28]([CH2:30][NH2:31])[OH:29]. No catalyst specified. The product is [OH:29][CH2:28][CH2:30][NH:31][C:3](=[O:27])[C:4]1[CH:9]=[CH:8][C:7]([O:10][CH2:11][C:12]2[C:13]([C:21]3[CH:26]=[CH:25][CH:24]=[CH:23][CH:22]=3)=[N:14][O:15][C:16]=2[C:17]([F:18])([F:19])[F:20])=[N:6][CH:5]=1. The yield is 0.240. (3) The reactants are [NH2:1][C:2]1[CH:7]=[C:6]([F:8])[CH:5]=[CH:4][C:3]=1[SH:9].Br[CH2:11][C:12]1[CH:13]=[C:14]([CH:19]=[CH:20][CH:21]=1)[C:15]([O:17][CH3:18])=[O:16].C([O-])([O-])=O.[K+].[K+]. The catalyst is CN(C=O)C. The product is [NH2:1][C:2]1[CH:7]=[C:6]([F:8])[CH:5]=[CH:4][C:3]=1[S:9][CH2:11][C:12]1[CH:13]=[C:14]([CH:19]=[CH:20][CH:21]=1)[C:15]([O:17][CH3:18])=[O:16]. The yield is 0.880. (4) The reactants are [CH:1]1C=C(Cl)C=C(C(OO)=O)C=1.[I:12][C:13]1[CH:14]=[C:15]([C:19]2[N:20]=[CH:21][N:22]([CH3:35])[C:23]=2[C:24]2[S:34][C:27]3[N:28]=[CH:29][N:30]=[C:31](SC)[C:26]=3[CH:25]=2)[CH:16]=[CH:17][CH:18]=1.[S:36](S([O-])=O)([O-:39])(=O)=[O:37].[Na+].[Na+]. The catalyst is C(Cl)Cl. The product is [I:12][C:13]1[CH:14]=[C:15]([C:19]2[N:20]=[CH:21][N:22]([CH3:35])[C:23]=2[C:24]2[S:34][C:27]3[N:28]=[CH:29][N:30]=[C:31]([S:36]([CH3:1])(=[O:39])=[O:37])[C:26]=3[CH:25]=2)[CH:16]=[CH:17][CH:18]=1. The yield is 0.680. (5) The reactants are [CH3:1][C:2]1[N:7]=[C:6]2[S:8][C:9]3[CH2:14][CH2:13][CH2:12][CH2:11][C:10]=3[C:5]2=[C:4]([C:15]2[CH:23]=[CH:22][C:18]3[O:19][CH2:20][O:21][C:17]=3[CH:16]=2)[C:3]=1[CH2:24][C:25]([O:27][CH3:28])=[O:26].[Li+].C[Si]([N-][Si](C)(C)C)(C)C.[CH2:39]1[CH2:43]OC[CH2:40]1.ICCC. The catalyst is CN(C=O)C. The product is [CH3:1][C:2]1[N:7]=[C:6]2[S:8][C:9]3[CH2:14][CH2:13][CH2:12][CH2:11][C:10]=3[C:5]2=[C:4]([C:15]2[CH:23]=[CH:22][C:18]3[O:19][CH2:20][O:21][C:17]=3[CH:16]=2)[C:3]=1[CH:24]([CH2:40][CH2:39][CH3:43])[C:25]([O:27][CH3:28])=[O:26]. The yield is 0.830. (6) The reactants are [O:1]([C:8]1[CH:13]=[CH:12][C:11]([NH:14][C:15]2[N:20]=[CH:19][N:18]=[C:17]([NH:21][CH:22]3[CH2:26][CH2:25][N:24](C(OC(C)(C)C)=O)[CH2:23]3)[CH:16]=2)=[CH:10][CH:9]=1)[C:2]1[CH:7]=[CH:6][CH:5]=[CH:4][CH:3]=1.C(O)(C(F)(F)F)=O. The catalyst is C(Cl)Cl. The product is [O:1]([C:8]1[CH:9]=[CH:10][C:11]([NH:14][C:15]2[CH:16]=[C:17]([NH:21][CH:22]3[CH2:26][CH2:25][NH:24][CH2:23]3)[N:18]=[CH:19][N:20]=2)=[CH:12][CH:13]=1)[C:2]1[CH:7]=[CH:6][CH:5]=[CH:4][CH:3]=1. The yield is 0.324. (7) The reactants are [C:1]([O-])([O-])=O.[Cs+].[Cs+].[NH2:7][C:8]1[CH:16]=[C:15]([Br:17])[CH:14]=[C:13]([C:18]([F:21])([F:20])[F:19])[C:9]=1[C:10]([OH:12])=[O:11].CI.O. The catalyst is CN(C=O)C. The product is [NH2:7][C:8]1[CH:16]=[C:15]([Br:17])[CH:14]=[C:13]([C:18]([F:21])([F:19])[F:20])[C:9]=1[C:10]([O:12][CH3:1])=[O:11]. The yield is 0.970.